From a dataset of Forward reaction prediction with 1.9M reactions from USPTO patents (1976-2016). Predict the product of the given reaction. Given the reactants C[O:2][C:3](=O)[C:4]1[CH:9]=[C:8]([NH:10][C:11]([C:13]2[C:14]([CH3:23])=[N:15][C:16]([C:19]([F:22])([F:21])[F:20])=[CH:17][CH:18]=2)=[O:12])[CH:7]=[CH:6][C:5]=1[Cl:24].[BH4-].[Li+].C(=O)(O)[O-].[Na+], predict the reaction product. The product is: [Cl:24][C:5]1[CH:6]=[CH:7][C:8]([NH:10][C:11](=[O:12])[C:13]2[CH:18]=[CH:17][C:16]([C:19]([F:21])([F:22])[F:20])=[N:15][C:14]=2[CH3:23])=[CH:9][C:4]=1[CH2:3][OH:2].